This data is from Reaction yield outcomes from USPTO patents with 853,638 reactions. The task is: Predict the reaction yield, written as a fraction of the theoretical maximum amount of product (1.0 means a 100% yield; for example, 0.34 means a 34% yield). (1) The reactants are CC1C=CC(S(O)(=O)=O)=CC=1.[CH2:12]([N:14]1[C:22]2[C:17](=[CH:18][C:19]([C:23](=O)[CH2:24][C:25]([O:27]CC)=O)=[CH:20][CH:21]=2)[CH:16]=[N:15]1)[CH3:13].[CH3:31][C:32]1[O:36][C:35]([C:37]2[CH:38]=[N:39][NH:40][C:41]=2[NH2:42])=[N:34][N:33]=1. The catalyst is CCCCO. The product is [CH2:12]([N:14]1[C:22]2[C:17](=[CH:18][C:19]([C:23]3[NH:42][C:41]4[N:40]([N:39]=[CH:38][C:37]=4[C:35]4[O:36][C:32]([CH3:31])=[N:33][N:34]=4)[C:25](=[O:27])[CH:24]=3)=[CH:20][CH:21]=2)[CH:16]=[N:15]1)[CH3:13]. The yield is 0.180. (2) The reactants are [CH2:1]([C:3]1[CH:16]=[CH:15][C:14]2[C:13](=[O:17])[C:12]3[C:7](=[CH:8][CH:9]=[CH:10][CH:11]=3)[C:6](=[O:18])[C:5]=2[CH:4]=1)[CH3:2].C1C(=O)N([Br:26])C(=O)C1. The catalyst is C(Cl)(Cl)(Cl)Cl.C(OOC(=O)C1C=CC=CC=1)(=O)C1C=CC=CC=1. The product is [Br:26][CH:1]([C:3]1[CH:16]=[CH:15][C:14]2[C:13](=[O:17])[C:12]3[C:7](=[CH:8][CH:9]=[CH:10][CH:11]=3)[C:6](=[O:18])[C:5]=2[CH:4]=1)[CH3:2]. The yield is 0.800. (3) The reactants are CO.N.[C:4]([CH:6]([C:14]1[CH:19]=[CH:18][C:17]([O:20][CH3:21])=[CH:16][CH:15]=1)[C:7]1([OH:13])[CH2:12][CH2:11][CH2:10][CH2:9][CH2:8]1)#[N:5]. The catalyst is [Ni].C(O)(=O)C. The product is [NH2:5][CH2:4][CH:6]([C:7]1([OH:13])[CH2:12][CH2:11][CH2:10][CH2:9][CH2:8]1)[C:14]1[CH:15]=[CH:16][C:17]([O:20][CH3:21])=[CH:18][CH:19]=1. The yield is 0.700.